From a dataset of Catalyst prediction with 721,799 reactions and 888 catalyst types from USPTO. Predict which catalyst facilitates the given reaction. (1) Reactant: [NH2:1][C:2]1[N:3]=[C:4]2[CH:9]=[CH:8][C:7]([O:10][C:11]3[CH:12]=[C:13]([NH:17][C:18](=[O:29])[C:19]4[CH:24]=[CH:23][CH:22]=[C:21]([C:25]([F:28])([F:27])[F:26])[CH:20]=4)[CH:14]=[CH:15][CH:16]=3)=[N:6][N:5]2[CH:30]=1.[C:31](Cl)(=[O:33])[CH3:32]. Product: [C:31]([NH:1][C:2]1[N:3]=[C:4]2[CH:9]=[CH:8][C:7]([O:10][C:11]3[CH:12]=[C:13]([NH:17][C:18](=[O:29])[C:19]4[CH:24]=[CH:23][CH:22]=[C:21]([C:25]([F:28])([F:27])[F:26])[CH:20]=4)[CH:14]=[CH:15][CH:16]=3)=[N:6][N:5]2[CH:30]=1)(=[O:33])[CH3:32]. The catalyst class is: 17. (2) Reactant: [C:1]([O:5][C:6](=[O:22])[C:7](=[N:16][NH:17][C:18]([CH3:21])([CH3:20])[CH3:19])[C:8]1[C:9](F)=[N:10][C:11]([F:14])=[CH:12][CH:13]=1)([CH3:4])([CH3:3])[CH3:2].[H-].[Na+]. Product: [C:1]([O:5][C:6]([C:7]1[C:8]2[C:9](=[N:10][C:11]([F:14])=[CH:12][CH:13]=2)[N:17]([C:18]([CH3:21])([CH3:20])[CH3:19])[N:16]=1)=[O:22])([CH3:4])([CH3:3])[CH3:2]. The catalyst class is: 1. (3) Reactant: [C:1]([CH:5]1[CH2:10][CH2:9][CH2:8][CH2:7][C:6]1=O)([CH3:4])([CH3:3])[CH3:2].[C:12](O)(=O)C.[CH:16]([NH2:18])=[NH:17]. Product: [C:1]([CH:5]1[C:6]2[N:18]=[CH:16][N:17]=[CH:12][C:7]=2[CH2:8][CH2:9][CH2:10]1)([CH3:4])([CH3:3])[CH3:2]. The catalyst class is: 51. (4) Reactant: [Cl:1][C:2]1[C:11]2[C:6](=[CH:7][CH:8]=[CH:9][CH:10]=2)[C:5]([OH:12])=[C:4]([C:13]([OH:15])=O)[N:3]=1.C(N(CC)CC)C.Cl.[CH3:24][O:25][C:26](=[O:30])[C@H:27]([CH3:29])[NH2:28]. Product: [CH3:24][O:25][C:26](=[O:30])[C@@H:27]([NH:28][C:13]([C:4]1[N:3]=[C:2]([Cl:1])[C:11]2[C:6]([C:5]=1[OH:12])=[CH:7][CH:8]=[CH:9][CH:10]=2)=[O:15])[CH3:29]. The catalyst class is: 2. (5) Reactant: [CH3:1][C:2]1[C:9]([C:10]2[S:11][C:12]([C:21]([OH:23])=O)=[C:13]([C:15]3[CH:20]=[CH:19][CH:18]=[CH:17][CH:16]=3)[N:14]=2)=[C:5]2[S:6][CH:7]=[CH:8][N:4]2[N:3]=1.[Cl-].[NH4+].C1C=CC2N(O)N=[N:32]C=2C=1.CCN=C=NCCCN(C)C. Product: [CH3:1][C:2]1[C:9]([C:10]2[S:11][C:12]([C:21]([NH2:32])=[O:23])=[C:13]([C:15]3[CH:20]=[CH:19][CH:18]=[CH:17][CH:16]=3)[N:14]=2)=[C:5]2[S:6][CH:7]=[CH:8][N:4]2[N:3]=1. The catalyst class is: 3. (6) Reactant: C(O[C:4]1(O[Si](C)(C)C)[CH2:6][CH2:5]1)C.[F:12]/[C:13](/[C:25]1[CH:29]=[C:28]([CH3:30])[N:27]([CH2:31][C:32]2[CH:37]=[CH:36][N:35]=[C:34]([N:38]3[CH2:43][CH2:42][NH:41][CH2:40][CH2:39]3)[CH:33]=2)[N:26]=1)=[CH:14]\[C:15]1[CH:20]=[CH:19][C:18]([Si:21]([CH3:24])([CH3:23])[CH3:22])=[CH:17][CH:16]=1.C(O)(=O)C.C([BH3-])#N.[Na+]. Product: [CH:4]1([N:41]2[CH2:42][CH2:43][N:38]([C:34]3[CH:33]=[C:32]([CH2:31][N:27]4[C:28]([CH3:30])=[CH:29][C:25](/[C:13](/[F:12])=[CH:14]/[C:15]5[CH:16]=[CH:17][C:18]([Si:21]([CH3:22])([CH3:23])[CH3:24])=[CH:19][CH:20]=5)=[N:26]4)[CH:37]=[CH:36][N:35]=3)[CH2:39][CH2:40]2)[CH2:6][CH2:5]1. The catalyst class is: 5. (7) Reactant: [NH2:1][C:2]1[N:7]=[C:6](S(C)=O)[C:5]([C:11]#[N:12])=[C:4]([C:13]2[O:14][CH:15]=[C:16]([CH3:18])[CH:17]=2)[N:3]=1.[NH2:19][CH2:20][C:21]1[C:26]([Cl:27])=[CH:25][C:24]([C:28]([F:31])([F:30])[F:29])=[CH:23][N:22]=1. Product: [NH2:1][C:2]1[N:7]=[C:6]([NH:19][CH2:20][C:21]2[C:26]([Cl:27])=[CH:25][C:24]([C:28]([F:31])([F:30])[F:29])=[CH:23][N:22]=2)[C:5]([C:11]#[N:12])=[C:4]([C:13]2[O:14][CH:15]=[C:16]([CH3:18])[CH:17]=2)[N:3]=1. The catalyst class is: 57. (8) Reactant: Br[CH:2]1[CH2:7][CH:6]([C:8]2[CH:13]=[CH:12][CH:11]=[CH:10][C:9]=2[Cl:14])[CH2:5][CH2:4][C:3]1=[O:15].[N-:16]=[N+:17]=[N-:18].[Na+].O. Product: [N:16]([CH:2]1[CH2:7][CH:6]([C:8]2[CH:13]=[CH:12][CH:11]=[CH:10][C:9]=2[Cl:14])[CH2:5][CH2:4][C:3]1=[O:15])=[N+:17]=[N-:18]. The catalyst class is: 9. (9) Reactant: Cl[C:2]1[C:11]2[C:6](=[CH:7][CH:8]=[CH:9][C:10]=2[O:12][CH:13]2[CH2:18][CH2:17][N:16]([CH3:19])[CH2:15][CH2:14]2)[N:5]=[CH:4][N:3]=1.[S:20]1[CH:24]=[CH:23][N:22]=[C:21]1[S:25]([C:28]1[CH:34]=[CH:33][C:31]([NH2:32])=[CH:30][CH:29]=1)(=[O:27])=[O:26].[H-].[Na+]. Product: [CH3:19][N:16]1[CH2:17][CH2:18][CH:13]([O:12][C:10]2[CH:9]=[CH:8][CH:7]=[C:6]3[C:11]=2[C:2]([NH:32][C:31]2[CH:33]=[CH:34][C:28]([S:25]([C:21]4[S:20][CH:24]=[CH:23][N:22]=4)(=[O:27])=[O:26])=[CH:29][CH:30]=2)=[N:3][CH:4]=[N:5]3)[CH2:14][CH2:15]1. The catalyst class is: 1. (10) Reactant: [CH2:1]([N:8]([CH2:16][C:17]1[CH:22]=[CH:21][CH:20]=[CH:19][CH:18]=1)[C@@H:9]([CH2:13][CH2:14][CH3:15])[C:10](O)=[O:11])[C:2]1[CH:7]=[CH:6][CH:5]=[CH:4][CH:3]=1.ON1C2C=CC=CC=2N=N1.C(N=C=NCCCN(C)C)C.CN1CCOCC1.Cl.[CH3:52][NH:53][O:54][CH3:55]. Product: [CH2:1]([N:8]([CH2:16][C:17]1[CH:22]=[CH:21][CH:20]=[CH:19][CH:18]=1)[C@@H:9]([CH2:13][CH2:14][CH3:15])[C:10]([N:53]([O:54][CH3:55])[CH3:52])=[O:11])[C:2]1[CH:7]=[CH:6][CH:5]=[CH:4][CH:3]=1. The catalyst class is: 46.